From a dataset of Reaction yield outcomes from USPTO patents with 853,638 reactions. Predict the reaction yield, written as a fraction of the theoretical maximum amount of product (1.0 means a 100% yield; for example, 0.34 means a 34% yield). (1) The reactants are [NH:1]1[CH2:7][CH2:6][CH2:5][C@H:2]1[CH2:3][OH:4].[CH:8]1[C:20]2[CH:19]([CH2:21][O:22][C:23](ON3C(=O)CCC3=O)=[O:24])[C:18]3[C:13](=[CH:14][CH:15]=[CH:16][CH:17]=3)[C:12]=2[CH:11]=[CH:10][CH:9]=1. The catalyst is O.C1COCC1. The product is [C:23]([N:1]1[CH2:7][CH2:6][CH2:5][C@H:2]1[CH2:3][OH:4])([O:22][CH2:21][CH:19]1[C:18]2[C:13](=[CH:14][CH:15]=[CH:16][CH:17]=2)[C:12]2[C:20]1=[CH:8][CH:9]=[CH:10][CH:11]=2)=[O:24]. The yield is 0.740. (2) The reactants are [Br:1][C:2]1[CH:7]=[C:6]([NH2:8])[C:5]([NH2:9])=[C:4]([CH3:10])[CH:3]=1.[C:11]([O-])(O)=O.[Na+]. The catalyst is C(O)=O. The product is [Br:1][C:2]1[CH:3]=[C:4]([CH3:10])[C:5]2[NH:9][CH:11]=[N:8][C:6]=2[CH:7]=1. The yield is 0.820. (3) The reactants are CS(O[CH2:6][CH:7]1[O:12][C:11]2[C:13]3[C:18]([C:19](=[O:22])[C:20](=[O:21])[C:10]=2[S:9][CH2:8]1)=[CH:17][CH:16]=[CH:15][CH:14]=3)(=O)=O.[N:23]1([C:29]([O:31][CH2:32][CH3:33])=[O:30])[CH2:28][CH2:27][NH:26][CH2:25][CH2:24]1.C(N(CC)CC)C. The catalyst is CS(C)=O. The product is [O:21]=[C:20]1[C:10]2[S:9][CH2:8][CH:7]([CH2:6][N:26]3[CH2:25][CH2:24][N:23]([C:29]([O:31][CH2:32][CH3:33])=[O:30])[CH2:28][CH2:27]3)[O:12][C:11]=2[C:13]2[C:18](=[CH:17][CH:16]=[CH:15][CH:14]=2)[C:19]1=[O:22]. The yield is 0.0500.